This data is from Full USPTO retrosynthesis dataset with 1.9M reactions from patents (1976-2016). The task is: Predict the reactants needed to synthesize the given product. Given the product [Cl:1][C:2]1[N:7]=[C:6]([NH:8][CH2:9][CH2:10][CH2:11][OH:12])[C:5]([C:15]2[S:14][CH:18]=[CH:17][CH:16]=2)=[CH:4][N:3]=1, predict the reactants needed to synthesize it. The reactants are: [Cl:1][C:2]1[N:7]=[C:6]([NH:8][CH2:9][CH2:10][CH2:11][OH:12])[C:5](I)=[CH:4][N:3]=1.[S:14]1[CH:18]=[CH:17][CH:16]=[C:15]1B(O)O.O1C=CC=C1P(C1OC=CC=1)C1OC=CC=1.C([O-])([O-])=O.[Na+].[Na+].